From a dataset of Forward reaction prediction with 1.9M reactions from USPTO patents (1976-2016). Predict the product of the given reaction. (1) Given the reactants [CH2:1]1[C:10]2[C:5](=[CH:6][CH:7]=[CH:8][CH:9]=2)[CH2:4][CH2:3][N:2]1[CH2:11][CH2:12][CH2:13][CH2:14][O:15][C:16]1[N:25]=[C:24]2[C:19]([CH2:20][CH2:21][C:22](=[O:26])[NH:23]2)=[CH:18][CH:17]=1.[CH2:27]1C2C=CC=C(C#N)C=2CC[NH:28]1, predict the reaction product. The product is: [O:26]=[C:22]1[NH:23][C:24]2[N:25]=[C:16]([O:15][CH2:14][CH2:13][CH2:12][CH2:11][N:2]3[CH2:3][CH2:4][C:5]4[C:6]([C:27]#[N:28])=[CH:7][CH:8]=[CH:9][C:10]=4[CH2:1]3)[CH:17]=[CH:18][C:19]=2[CH2:20][CH2:21]1. (2) Given the reactants Cl[C:2]1[CH:7]=[CH:6][C:5]([N+:8]([O-:10])=[O:9])=[CH:4][N:3]=1.[CH3:11][O:12][C:13](=[O:21])[CH2:14][CH:15]1[CH2:20][CH2:19][NH:18][CH2:17][CH2:16]1.C(N(C(C)C)CC)(C)C, predict the reaction product. The product is: [CH3:11][O:12][C:13](=[O:21])[CH2:14][CH:15]1[CH2:16][CH2:17][N:18]([C:2]2[CH:7]=[CH:6][C:5]([N+:8]([O-:10])=[O:9])=[CH:4][N:3]=2)[CH2:19][CH2:20]1. (3) Given the reactants [Cl:1][C:2]1[CH:3]=[C:4]2[C:8](=[CH:9][CH:10]=1)[NH:7][C:6](=[O:11])[C:5]2([NH:20][C@@H:21]([CH2:27][C:28]([NH2:30])=[O:29])[C:22]([N:24]([CH3:26])[CH3:25])=[O:23])[C:12]1[CH:17]=[CH:16][CH:15]=[CH:14][C:13]=1[O:18][CH3:19].[CH3:31][O:32][C:33]1[CH:38]=[CH:37][C:36]([S:39](Cl)(=[O:41])=[O:40])=[C:35]([O:43][C:44]([F:47])([F:46])[F:45])[CH:34]=1, predict the reaction product. The product is: [Cl:1][C:2]1[CH:3]=[C:4]2[C:8](=[CH:9][CH:10]=1)[N:7]([S:39]([C:36]1[CH:37]=[CH:38][C:33]([O:32][CH3:31])=[CH:34][C:35]=1[O:43][C:44]([F:45])([F:46])[F:47])(=[O:41])=[O:40])[C:6](=[O:11])[C:5]2([NH:20][C@@H:21]([CH2:27][C:28]([NH2:30])=[O:29])[C:22]([N:24]([CH3:25])[CH3:26])=[O:23])[C:12]1[CH:17]=[CH:16][CH:15]=[CH:14][C:13]=1[O:18][CH3:19]. (4) Given the reactants [CH3:1][C:2]1[CH:7]=[CH:6][C:5](S(OC)(=O)=O)=[CH:4][CH:3]=1.[CH3:13][C:14]1[C:22]([C@H:23]2[O:28][CH2:27][C@@H:26]3[CH2:29][NH:30][CH2:31][CH2:32][N:25]3[CH2:24]2)=[CH:21][CH:20]=[C:19]2[C:15]=1[CH2:16][O:17][C:18]2=[O:33], predict the reaction product. The product is: [CH3:13][C:14]1[C:15]2[CH2:16][O:17][C:18](=[O:33])[C:19]=2[CH:20]=[CH:21][C:22]=1[C@H:23]1[O:28][CH2:27][C@@H:26]2[CH2:29][N:30]([CH2:26][CH:27]3[C:6]4[C:7](=[C:2]5[CH2:1][O:33][C:18](=[O:17])[C:3]5=[CH:4][CH:5]=4)[CH2:22][CH2:23][O:28]3)[CH2:31][CH2:32][N:25]2[CH2:24]1. (5) Given the reactants C(OC([N:8]1[CH2:14][CH2:13][CH2:12][N:11]([C:15]2[CH:20]=[CH:19][C:18]([CH3:21])=[CH:17][C:16]=2[CH3:22])[CH2:10][CH2:9]1)=O)(C)(C)C.[ClH:23].C(OCC)(=O)C, predict the reaction product. The product is: [ClH:23].[CH3:22][C:16]1[CH:17]=[C:18]([CH3:21])[CH:19]=[CH:20][C:15]=1[N:11]1[CH2:12][CH2:13][CH2:14][NH:8][CH2:9][CH2:10]1. (6) Given the reactants C(OC(=O)[NH:7][CH2:8][CH2:9][N:10]1[CH:19]([C:20]2[CH:25]=[CH:24][C:23]([Cl:26])=[CH:22][C:21]=2[Cl:27])[CH:18]([C:28](=[O:38])[NH:29][CH2:30][CH2:31][C:32]2[CH:37]=[CH:36][CH:35]=[CH:34][CH:33]=2)[C:17]2[C:12](=[CH:13][CH:14]=[CH:15][CH:16]=2)[C:11]1=[O:39])(C)(C)C.Cl.C(OCC)(=O)C, predict the reaction product. The product is: [NH2:7][CH2:8][CH2:9][N:10]1[CH:19]([C:20]2[CH:25]=[CH:24][C:23]([Cl:26])=[CH:22][C:21]=2[Cl:27])[CH:18]([C:28]([NH:29][CH2:30][CH2:31][C:32]2[CH:37]=[CH:36][CH:35]=[CH:34][CH:33]=2)=[O:38])[C:17]2[C:12](=[CH:13][CH:14]=[CH:15][CH:16]=2)[C:11]1=[O:39].